Dataset: Forward reaction prediction with 1.9M reactions from USPTO patents (1976-2016). Task: Predict the product of the given reaction. (1) Given the reactants [H-].[Na+].[CH2:3]([O:5][C:6](=[O:16])[CH2:7]P(OCC)(OCC)=O)[CH3:4].O=[C:18]1[CH2:25][CH:24]2[N:26]([C:27]([O:29][C:30]([CH3:33])([CH3:32])[CH3:31])=[O:28])[CH:20]([CH2:21][O:22][CH2:23]2)[CH2:19]1, predict the reaction product. The product is: [CH2:3]([O:5][C:6](=[O:16])[CH:7]=[C:18]1[CH2:19][CH:20]2[N:26]([C:27]([O:29][C:30]([CH3:33])([CH3:32])[CH3:31])=[O:28])[CH:24]([CH2:23][O:22][CH2:21]2)[CH2:25]1)[CH3:4].[CH2:3]([O:5][C:6](=[O:16])[CH2:7][C:18]1[CH2:19][CH:20]2[N:26]([C:27]([O:29][C:30]([CH3:33])([CH3:32])[CH3:31])=[O:28])[CH:24]([CH2:23][O:22][CH2:21]2)[CH:25]=1)[CH3:4]. (2) The product is: [Cl:25][C:26]1[CH:32]=[C:31]([O:33][CH:34]([CH3:35])[CH3:36])[CH:30]=[CH:29][C:27]=1[NH:28][C:2]1[N:10]=[C:9]2[C:5]([N:6]=[CH:7][NH:8]2)=[C:4]([CH2:17][CH2:18][N:19]2[CH2:20][CH2:21][O:22][CH2:23][CH2:24]2)[N:3]=1. Given the reactants Cl[C:2]1[N:10]=[C:9]2[C:5]([N:6]=[CH:7][N:8]2C2CCCCO2)=[C:4]([CH2:17][CH2:18][N:19]2[CH2:24][CH2:23][O:22][CH2:21][CH2:20]2)[N:3]=1.[Cl:25][C:26]1[CH:32]=[C:31]([O:33][CH:34]([CH3:36])[CH3:35])[CH:30]=[CH:29][C:27]=1[NH2:28], predict the reaction product. (3) Given the reactants [CH3:1][N:2]([S:23]([CH3:26])(=[O:25])=[O:24])[C:3]1[CH:12]=[CH:11][C:10]([C:13]#[C:14][CH2:15][O:16][CH:17]2[CH2:22][CH2:21][CH2:20][CH2:19][O:18]2)=[CH:9][C:4]=1[C:5]([O:7]C)=O.[H-].[Na+].CO, predict the reaction product. The product is: [CH3:1][N:2]1[C:3]2[CH:12]=[CH:11][C:10]([C:13]#[C:14][CH2:15][O:16][CH:17]3[CH2:22][CH2:21][CH2:20][CH2:19][O:18]3)=[CH:9][C:4]=2[C:5](=[O:7])[CH2:26][S:23]1(=[O:25])=[O:24]. (4) Given the reactants [CH:1]([NH:3][CH:4]=[O:5])=[CH2:2].CC([O-])(C)C.[K+].Br[CH2:13][CH2:14][CH2:15][CH3:16], predict the reaction product. The product is: [CH2:13]([N:3]([CH:1]=[CH2:2])[CH:4]=[O:5])[CH2:14][CH2:15][CH3:16].